From a dataset of Catalyst prediction with 721,799 reactions and 888 catalyst types from USPTO. Predict which catalyst facilitates the given reaction. (1) Reactant: C(NC(C)C)(C)C.[C:8]([O:12][C:13]([NH:15][CH2:16][C@H:17]1[CH2:22][CH2:21][C@H:20]([C:23]([NH:25][C@@H:26]([CH2:30][C:31]2[CH:36]=[CH:35][C:34]([C:37]3[CH:42]=[C:41]([C:43]([O:45][CH3:46])=[O:44])[CH:40]=[CH:39][C:38]=3[CH3:47])=[CH:33][CH:32]=2)[C:27](O)=[O:28])=[O:24])[CH2:19][CH2:18]1)=[O:14])([CH3:11])([CH3:10])[CH3:9].[NH2:48][C:49]1[CH:54]=[CH:53][C:52]([C:55]2[NH:59][N:58]=[C:57]([C:60]([F:68])([F:67])[C:61]([F:66])([F:65])[C:62]([OH:64])=[O:63])[N:56]=2)=[CH:51][CH:50]=1.CN(C(ON1N=NC2C=CC=NC1=2)=[N+](C)C)C.F[P-](F)(F)(F)(F)F. Product: [C:8]([O:12][C:13]([NH:15][CH2:16][C@H:17]1[CH2:22][CH2:21][C@H:20]([C:23]([NH:25][C@@H:26]([CH2:30][C:31]2[CH:32]=[CH:33][C:34]([C:37]3[CH:42]=[C:41]([C:43]([O:45][CH3:46])=[O:44])[CH:40]=[CH:39][C:38]=3[CH3:47])=[CH:35][CH:36]=2)[C:27]([NH:48][C:49]2[CH:50]=[CH:51][C:52]([C:55]3[NH:59][N:58]=[C:57]([C:60]([F:68])([F:67])[C:61]([F:66])([F:65])[C:62]([OH:64])=[O:63])[N:56]=3)=[CH:53][CH:54]=2)=[O:28])=[O:24])[CH2:19][CH2:18]1)=[O:14])([CH3:9])([CH3:11])[CH3:10]. The catalyst class is: 3. (2) Product: [Br:21][CH2:14][C:6]([C:5]1[CH:9]=[CH:10][C:2]([CH3:1])=[C:3]([N+:11]([O-:13])=[O:12])[CH:4]=1)=[O:7]. The catalyst class is: 2. Reactant: [CH3:1][C:2]1[CH:10]=[CH:9][C:5]([C:6](Cl)=[O:7])=[CH:4][C:3]=1[N+:11]([O-:13])=[O:12].[CH3:14][Si](C=[N+]=[N-])(C)C.[BrH:21].CC(O)=O.N#N. (3) Product: [CH3:3][C:4]1[CH:20]=[CH:19][C:7]([C:8]([N:10]2[CH2:14][CH2:13][CH2:12][C@H:11]2[C:15]([OH:17])=[O:16])=[O:9])=[C:6]([N:21]2[N:22]=[CH:23][CH:24]=[N:25]2)[CH:5]=1. Reactant: [OH-].[Na+].[CH3:3][C:4]1[CH:20]=[CH:19][C:7]([C:8]([N:10]2[CH2:14][CH2:13][CH2:12][C@H:11]2[C:15]([O:17]C)=[O:16])=[O:9])=[C:6]([N:21]2[N:25]=[CH:24][CH:23]=[N:22]2)[CH:5]=1. The catalyst class is: 92. (4) Reactant: [OH:1][C:2]1[CH:3]=[CH:4][C:5]2[N:6]([N:8]=[C:9]([NH:11][C:12]([CH:14]3[CH2:16][CH2:15]3)=[O:13])[N:10]=2)[CH:7]=1.[F:17][C:18]1[CH:23]=[C:22]([N+:24]([O-:26])=[O:25])[CH:21]=[C:20](F)[CH:19]=1.C(=O)([O-])[O-].[K+].[K+].CN(C)C=O. The catalyst class is: 6. Product: [F:17][C:18]1[CH:19]=[C:20]([CH:21]=[C:22]([N+:24]([O-:26])=[O:25])[CH:23]=1)[O:1][C:2]1[CH:3]=[CH:4][C:5]2[N:6]([N:8]=[C:9]([NH:11][C:12]([CH:14]3[CH2:15][CH2:16]3)=[O:13])[N:10]=2)[CH:7]=1. (5) Reactant: [CH2:1]([N:3]1[C:11]2[C:6](=[CH:7][C:8]([C:12]3[NH:13][C:14]4[N:15]([N:19]=[CH:20][C:21]=4[C:22]([OH:24])=O)[C:16](=[O:18])[CH:17]=3)=[CH:9][CH:10]=2)[CH:5]=[N:4]1)[CH3:2].C1N=CN(C(N2C=NC=C2)=O)C=1.[CH2:37]([NH2:40])[C:38]#[CH:39]. Product: [CH2:1]([N:3]1[C:11]2[C:6](=[CH:7][C:8]([C:12]3[NH:13][C:14]4[N:15]([N:19]=[CH:20][C:21]=4[C:22]([NH:40][CH2:37][C:38]#[CH:39])=[O:24])[C:16](=[O:18])[CH:17]=3)=[CH:9][CH:10]=2)[CH:5]=[N:4]1)[CH3:2]. The catalyst class is: 3. (6) Reactant: [C:9](O[C:9]([O:11][C:12]([CH3:15])([CH3:14])[CH3:13])=[O:10])([O:11][C:12]([CH3:15])([CH3:14])[CH3:13])=[O:10].[NH2:16][C:17]1[C:22]([CH3:23])=[CH:21][C:20]([OH:24])=[C:19]([CH3:25])[C:18]=1[CH3:26].O. Product: [OH:24][C:20]1[CH:21]=[C:22]([CH3:23])[C:17]([NH:16][C:9](=[O:10])[O:11][C:12]([CH3:13])([CH3:14])[CH3:15])=[C:18]([CH3:26])[C:19]=1[CH3:25]. The catalyst class is: 7.